From a dataset of NCI-60 drug combinations with 297,098 pairs across 59 cell lines. Regression. Given two drug SMILES strings and cell line genomic features, predict the synergy score measuring deviation from expected non-interaction effect. (1) Drug 1: C1CCN(CC1)CCOC2=CC=C(C=C2)C(=O)C3=C(SC4=C3C=CC(=C4)O)C5=CC=C(C=C5)O. Drug 2: C1=CN(C=N1)CC(O)(P(=O)(O)O)P(=O)(O)O. Cell line: RXF 393. Synergy scores: CSS=13.0, Synergy_ZIP=-4.28, Synergy_Bliss=1.02, Synergy_Loewe=-0.311, Synergy_HSA=0.775. (2) Drug 1: C1=C(C(=O)NC(=O)N1)N(CCCl)CCCl. Drug 2: CCC1=C2CN3C(=CC4=C(C3=O)COC(=O)C4(CC)O)C2=NC5=C1C=C(C=C5)O. Cell line: SNB-75. Synergy scores: CSS=34.3, Synergy_ZIP=-5.45, Synergy_Bliss=-1.00, Synergy_Loewe=-17.4, Synergy_HSA=0.201. (3) Drug 1: CC1=C(C=C(C=C1)NC2=NC=CC(=N2)N(C)C3=CC4=NN(C(=C4C=C3)C)C)S(=O)(=O)N.Cl. Drug 2: COC1=C(C=C2C(=C1)N=CN=C2NC3=CC(=C(C=C3)F)Cl)OCCCN4CCOCC4. Cell line: HCT116. Synergy scores: CSS=23.6, Synergy_ZIP=8.90, Synergy_Bliss=8.76, Synergy_Loewe=5.25, Synergy_HSA=7.98. (4) Drug 1: C1CCC(C1)C(CC#N)N2C=C(C=N2)C3=C4C=CNC4=NC=N3. Drug 2: CC1=C(C=C(C=C1)NC2=NC=CC(=N2)N(C)C3=CC4=NN(C(=C4C=C3)C)C)S(=O)(=O)N.Cl. Cell line: COLO 205. Synergy scores: CSS=-2.84, Synergy_ZIP=10.8, Synergy_Bliss=20.3, Synergy_Loewe=11.8, Synergy_HSA=9.34. (5) Synergy scores: CSS=39.4, Synergy_ZIP=-6.51, Synergy_Bliss=-7.05, Synergy_Loewe=-3.77, Synergy_HSA=-3.31. Drug 1: CCC1(C2=C(COC1=O)C(=O)N3CC4=CC5=C(C=CC(=C5CN(C)C)O)N=C4C3=C2)O.Cl. Cell line: HS 578T. Drug 2: CC1C(C(CC(O1)OC2CC(CC3=C2C(=C4C(=C3O)C(=O)C5=CC=CC=C5C4=O)O)(C(=O)C)O)N)O.